Task: Predict which catalyst facilitates the given reaction.. Dataset: Catalyst prediction with 721,799 reactions and 888 catalyst types from USPTO (1) Reactant: [OH:1][CH2:2][C:3]1[CH:11]=[CH:10][C:6]([C:7]([OH:9])=[O:8])=[CH:5][CH:4]=1.[CH2:12](Br)[CH:13]=[CH2:14].C(N(C(C)C)CC)(C)C.ClCCl. Product: [OH:1][CH2:2][C:3]1[CH:4]=[CH:5][C:6]([C:7]([O:9][CH2:14][CH:13]=[CH2:12])=[O:8])=[CH:10][CH:11]=1. The catalyst class is: 22. (2) Reactant: [O:1]1[C:6]2[CH:7]=[CH:8][CH:9]=[CH:10][C:5]=2[NH:4][C:3](=[O:11])[CH2:2]1.C([O-])([O-])=O.[Cs+].[Cs+].[Cl:18][CH2:19][CH2:20][CH2:21]I.CCCCCCC. Product: [Cl:18][CH2:19][CH2:20][CH2:21][N:4]1[C:5]2[CH:10]=[CH:9][CH:8]=[CH:7][C:6]=2[O:1][CH2:2][C:3]1=[O:11]. The catalyst class is: 10. (3) Reactant: [H-].[Na+].[CH3:3][C:4]1[CH:9]=[C:8]([C:10]([C:12]2[C:21](=[O:22])[C:20]3[C:15](=[CH:16][CH:17]=[CH:18][CH:19]=3)[NH:14][CH:13]=2)=[O:11])[CH:7]=[CH:6][N:5]=1.[CH3:23][C:24]1[CH:25]=[C:26]([CH:29]=[CH:30][CH:31]=1)[CH2:27]Br. Product: [CH3:23][C:24]1[CH:25]=[C:26]([CH:29]=[CH:30][CH:31]=1)[CH2:27][N:14]1[C:15]2[C:20](=[CH:19][CH:18]=[CH:17][CH:16]=2)[C:21](=[O:22])[C:12]([C:10]([C:8]2[CH:7]=[CH:6][N:5]=[C:4]([CH3:3])[CH:9]=2)=[O:11])=[CH:13]1. The catalyst class is: 9. (4) Reactant: [C:1]([O:5][C:6]([NH:8][C@@H:9]1[CH2:13][CH2:12][C@:11]([C@H:17]2[CH2:21][CH2:20][O:19][CH2:18]2)([C:14]([OH:16])=O)[CH2:10]1)=[O:7])([CH3:4])([CH3:3])[CH3:2].Cl.Cl.[F:24][C:25]([F:39])([F:38])[C:26]1[CH:31]=[CH:30][N:29]=[C:28]([N:32]2[CH2:37][CH2:36][NH:35][CH2:34][CH2:33]2)[CH:27]=1.C(N(CC)CC)C.F[P-](F)(F)(F)(F)F.N1(OC(N(C)C)=[N+](C)C)C2C=CC=CC=2N=N1. Product: [C:1]([O:5][C:6](=[O:7])[NH:8][C@@H:9]1[CH2:13][CH2:12][C@:11]([C@H:17]2[CH2:21][CH2:20][O:19][CH2:18]2)([C:14]([N:35]2[CH2:36][CH2:37][N:32]([C:28]3[CH:27]=[C:26]([C:25]([F:39])([F:24])[F:38])[CH:31]=[CH:30][N:29]=3)[CH2:33][CH2:34]2)=[O:16])[CH2:10]1)([CH3:2])([CH3:3])[CH3:4]. The catalyst class is: 85. (5) Reactant: [Br:1][C:2]1[CH:7]=[CH:6][C:5]([C:8]2[NH:12][C:11]([CH:13]3[CH2:18][CH2:17][CH:16]([CH3:19])[CH2:15][NH:14]3)=[N:10][CH:9]=2)=[CH:4][CH:3]=1.[CH3:20][O:21][C:22]([NH:24][C@@H:25]([CH:29]([CH3:31])[CH3:30])[C:26](O)=[O:27])=[O:23].CN(C(ON1N=NC2C=CC=NC1=2)=[N+](C)C)C.F[P-](F)(F)(F)(F)F.CCN(C(C)C)C(C)C. Product: [CH3:20][O:21][C:22](=[O:23])[NH:24][C@H:25]([C:26]([N:14]1[CH2:15][C@@H:16]([CH3:19])[CH2:17][CH2:18][C@H:13]1[C:11]1[NH:12][C:8]([C:5]2[CH:4]=[CH:3][C:2]([Br:1])=[CH:7][CH:6]=2)=[CH:9][N:10]=1)=[O:27])[CH:29]([CH3:31])[CH3:30]. The catalyst class is: 2. (6) Reactant: [C:1]12([NH:11]C(=O)C[Cl:14])[CH2:10][CH:5]3[CH2:6][CH:7]([CH2:9][CH:3]([CH2:4]3)[CH2:2]1)[CH2:8]2.NC(N)=S.C(O)(=O)C. Product: [CH2:9]1[CH:7]2[CH2:8][C:1]3([NH2:11])[CH2:10][CH:5]([CH2:6]2)[CH2:4][CH:3]1[CH2:2]3.[ClH:14]. The catalyst class is: 8. (7) The catalyst class is: 4. Reactant: C(OC([N:8]1[C:12]2=[N:13][CH:14]=[C:15]([O:17][CH2:18][CH2:19][CH2:20][Cl:21])[CH:16]=[C:11]2[CH:10]=[C:9]1[C:22]([N:24]1[CH2:29][CH2:28][C:27]([F:31])([F:30])[CH2:26][CH2:25]1)=[O:23])=O)(C)(C)C.FC(F)(F)C(O)=O. Product: [Cl:21][CH2:20][CH2:19][CH2:18][O:17][C:15]1[CH:16]=[C:11]2[CH:10]=[C:9]([C:22]([N:24]3[CH2:25][CH2:26][C:27]([F:31])([F:30])[CH2:28][CH2:29]3)=[O:23])[NH:8][C:12]2=[N:13][CH:14]=1.